Task: Predict the product of the given reaction.. Dataset: Forward reaction prediction with 1.9M reactions from USPTO patents (1976-2016) Given the reactants [C:1]([C:4]1[CH:8]([CH:9]2[CH2:14][CH2:13][CH2:12][CH2:11][CH2:10]2)[N:7]([C:15]2[CH:20]=[CH:19][C:18]([Cl:21])=[CH:17][C:16]=2F)[C:6](=[O:23])[C:5]=1[OH:24])(=[O:3])[CH3:2].[C:25]([O:35][CH3:36])(=[O:34])[C@H:26]([C:28]1[CH:33]=[CH:32][CH:31]=[CH:30][CH:29]=1)O.C1(P(C2C=CC=CC=2)C2C=CC=CC=2)C=CC=CC=1.CC(OC(/N=N/C(OC(C)C)=O)=O)C, predict the reaction product. The product is: [C:1]([C:4]1[CH:8]([CH:9]2[CH2:14][CH2:13][CH2:12][CH2:11][CH2:10]2)[N:7]([C:15]2[CH:20]=[CH:19][C:18]([Cl:21])=[CH:17][CH:16]=2)[C:6](=[O:23])[C:5]=1[O:24][C@H:26]([C:28]1[CH:33]=[CH:32][CH:31]=[CH:30][CH:29]=1)[C:25]([O:35][CH3:36])=[O:34])(=[O:3])[CH3:2].